From a dataset of Full USPTO retrosynthesis dataset with 1.9M reactions from patents (1976-2016). Predict the reactants needed to synthesize the given product. (1) The reactants are: C(O[NH:6][CH2:7][C:8]1([C:13]([OH:15])=[O:14])[CH2:10][C:9]1=C=O)(C)(C)C.O[CH:17]([CH2:24][CH:25]([CH3:27])[CH3:26])[C:18]([O:20][CH2:21][CH:22]=[CH2:23])=[O:19].CN(C1C=CC=CN=1)C.C1CCC(N=C=NC2CCCCC2)CC1. Given the product [NH2:6][CH2:7][C:8]1([C:13]([O:15][CH:17]([C:18]([O:20][CH2:21][CH:22]=[CH2:23])=[O:19])[CH2:24][CH:25]([CH3:27])[CH3:26])=[O:14])[CH2:9][CH2:10]1, predict the reactants needed to synthesize it. (2) Given the product [CH3:13][O:12][C:5]1[CH:6]=[C:7]([CH:10]=[CH:11][C:4]=1[CH2:3][CH:2]=[O:1])[C:8]#[N:9], predict the reactants needed to synthesize it. The reactants are: [OH:1][CH:2](CO)[CH2:3][C:4]1[CH:11]=[CH:10][C:7]([C:8]#[N:9])=[CH:6][C:5]=1[O:12][CH3:13]. (3) Given the product [OH:25][CH2:4][CH2:3][C:6]1[S:10][C:9]2[C:11]3[C:16]([CH2:17][CH2:18][C:8]=2[CH:7]=1)=[C:15]([CH3:19])[CH:14]=[C:13]([CH3:20])[CH:12]=3, predict the reactants needed to synthesize it. The reactants are: B.[Na].[C:3]([C:6]1[S:10][C:9]2[C:11]3[C:16]([CH2:17][CH2:18][C:8]=2[CH:7]=1)=[C:15]([CH3:19])[CH:14]=[C:13]([CH3:20])[CH:12]=3)(=O)[CH3:4].[Cl-].[NH4+].C([OH:25])C. (4) The reactants are: [C:1]([O:5][C:6]([NH:8][C@H:9]1[CH2:14][CH2:13][C@H:12]([C:15]([OH:17])=O)[CH2:11][CH2:10]1)=[O:7])([CH3:4])([CH3:3])[CH3:2].[Cl:18][C:19]1[C:24]([NH2:25])=[CH:23][CH:22]=[CH:21][N:20]=1.Cl.CN(C)CCCN=C=NCC.C(=O)([O-])O.[Na+]. Given the product [C:1]([O:5][C:6]([NH:8][C@H:9]1[CH2:10][CH2:11][C@H:12]([C:15]([NH:25][C:24]2[C:19]([Cl:18])=[N:20][CH:21]=[CH:22][CH:23]=2)=[O:17])[CH2:13][CH2:14]1)=[O:7])([CH3:2])([CH3:3])[CH3:4], predict the reactants needed to synthesize it. (5) Given the product [OH:24][C@H:23]([CH2:27][OH:26])[CH2:22][O:21][C:18]1[CH:19]=[CH:20][C:8]2[C:7](=[O:30])[C:6]3[C:5]4[C:13](=[CH:14][C:2]([S:32][CH3:31])=[CH:3][CH:4]=4)[NH:12][C:11]=3[C:10]([CH3:15])([CH3:16])[C:9]=2[CH:17]=1, predict the reactants needed to synthesize it. The reactants are: Br[C:2]1[CH:14]=[C:13]2[C:5]([C:6]3[C:7](=[O:30])[C:8]4[CH:20]=[CH:19][C:18]([O:21][CH2:22][C@H:23]5[CH2:27][O:26]C(C)(C)[O:24]5)=[CH:17][C:9]=4[C:10]([CH3:16])([CH3:15])[C:11]=3[NH:12]2)=[CH:4][CH:3]=1.[CH3:31][S-:32].[Na+].CC1(C)C2C(=C(P(C3C=CC=CC=3)C3C=CC=CC=3)C=CC=2)OC2C(P(C3C=CC=CC=3)C3C=CC=CC=3)=CC=CC1=2.C([O-])(O)=O.[Na+]. (6) Given the product [Cl:1][C:2]1[CH:7]=[CH:6][CH:5]=[CH:4][C:3]=1[N:8]1[C:12]2[CH2:13][CH2:14][N:15]([CH2:30][C:29]3[CH:32]=[CH:33][C:26]([F:25])=[CH:27][CH:28]=3)[CH2:16][C:11]=2[CH:10]=[C:9]1[C:17]1[CH:18]=[CH:19][C:20]([O:23][CH3:24])=[CH:21][CH:22]=1, predict the reactants needed to synthesize it. The reactants are: [Cl:1][C:2]1[CH:7]=[CH:6][CH:5]=[CH:4][C:3]=1[N:8]1[C:16]2[NH:15][CH2:14][CH2:13][CH2:12][C:11]=2[CH:10]=[C:9]1[C:17]1[CH:22]=[CH:21][C:20]([O:23][CH3:24])=[CH:19][CH:18]=1.[F:25][C:26]1[CH:33]=[CH:32][C:29]([CH:30]=O)=[CH:28][CH:27]=1.C(O)(=O)C.[BH-](OC(C)=O)(OC(C)=O)OC(C)=O.[Na+].[OH-].[Na+]. (7) Given the product [Cl:15][C:14]1[C:9]([C:6](=[N:5][O:4][CH2:1][CH2:2][CH3:3])[CH2:7][NH:8][C:28](=[O:29])[C:27]2[CH:31]=[CH:32][CH:33]=[CH:34][C:26]=2[C:25]([F:24])([F:35])[F:36])=[N:10][CH:11]=[C:12]([Cl:16])[CH:13]=1, predict the reactants needed to synthesize it. The reactants are: [CH2:1]([O:4][N:5]=[C:6]([C:9]1[C:14]([Cl:15])=[CH:13][C:12]([Cl:16])=[CH:11][N:10]=1)[CH2:7][NH2:8])[CH2:2][CH3:3].C(N(CC)CC)C.[F:24][C:25]([F:36])([F:35])[C:26]1[CH:34]=[CH:33][CH:32]=[CH:31][C:27]=1[C:28](Cl)=[O:29].O. (8) The reactants are: [CH3:1][O:2][C:3]1[CH:8]=[CH:7][CH:6]=[CH:5][C:4]=1[O:9][C:10](=[CH2:15])[C:11]([O:13]C)=[O:12].O. Given the product [CH3:1][O:2][C:3]1[CH:8]=[CH:7][CH:6]=[CH:5][C:4]=1[O:9][C:10](=[CH2:15])[C:11]([OH:13])=[O:12], predict the reactants needed to synthesize it. (9) Given the product [F:25][C:26]1[CH:31]=[C:30]([C:2]2[C:3]([O:10][C:11]3[CH:16]=[CH:15][C:14]([NH:17][C:18]4[CH:23]=[CH:22][C:21]([CH3:24])=[CH:20][N:19]=4)=[CH:13][CH:12]=3)=[N:4][C:5]([O:8][CH3:9])=[N:6][CH:7]=2)[CH:29]=[CH:28][N:27]=1, predict the reactants needed to synthesize it. The reactants are: I[C:2]1[C:3]([O:10][C:11]2[CH:16]=[CH:15][C:14]([NH:17][C:18]3[CH:23]=[CH:22][C:21]([CH3:24])=[CH:20][N:19]=3)=[CH:13][CH:12]=2)=[N:4][C:5]([O:8][CH3:9])=[N:6][CH:7]=1.[F:25][C:26]1[CH:31]=[C:30](B(O)O)[CH:29]=[CH:28][N:27]=1.C(=O)([O-])[O-].[Na+].[Na+]. (10) Given the product [CH3:27][C:24]1([CH3:28])[O:23][C@@H:22]([CH2:21][O:3][C:4]2[CH:5]=[CH:6][C:7]([C:10]([C:13]3[CH:14]=[CH:15][C:16]([OH:19])=[CH:17][CH:18]=3)([CH3:12])[CH3:11])=[CH:8][CH:9]=2)[CH2:26][O:25]1, predict the reactants needed to synthesize it. The reactants are: [H-].[Na+].[OH:3][C:4]1[CH:9]=[CH:8][C:7]([C:10]([C:13]2[CH:18]=[CH:17][C:16]([OH:19])=[CH:15][CH:14]=2)([CH3:12])[CH3:11])=[CH:6][CH:5]=1.Cl[CH2:21][C@H:22]1[CH2:26][O:25][C:24]([CH3:28])([CH3:27])[O:23]1.